The task is: Binary Classification. Given a T-cell receptor sequence (or CDR3 region) and an epitope sequence, predict whether binding occurs between them.. This data is from TCR-epitope binding with 47,182 pairs between 192 epitopes and 23,139 TCRs. (1) The epitope is DATYQRTRALVR. The TCR CDR3 sequence is CASSQEPSGMVSRDNEQFF. Result: 1 (the TCR binds to the epitope). (2) The epitope is IVTDFSVIK. The TCR CDR3 sequence is CASSQESRDRQFF. Result: 0 (the TCR does not bind to the epitope).